This data is from Full USPTO retrosynthesis dataset with 1.9M reactions from patents (1976-2016). The task is: Predict the reactants needed to synthesize the given product. (1) Given the product [Cl:36][C:30]1[CH:31]=[CH:32][CH:33]=[C:34]([Cl:35])[C:29]=1[N:22]1[C:21]([CH2:20][O:19][C:16]2[N:15]=[C:14]([CH3:37])[C:13]([N:11]([CH3:12])[S:10]([C:7]3[CH:8]=[CH:9][C:4]([C:3]([OH:40])=[O:2])=[CH:5][CH:6]=3)(=[O:39])=[O:38])=[CH:18][CH:17]=2)=[C:25]([CH:26]([CH3:28])[CH3:27])[N:24]=[N:23]1, predict the reactants needed to synthesize it. The reactants are: C[O:2][C:3](=[O:40])[C:4]1[CH:9]=[CH:8][C:7]([S:10](=[O:39])(=[O:38])[N:11]([C:13]2[C:14]([CH3:37])=[N:15][C:16]([O:19][CH2:20][C:21]3[N:22]([C:29]4[C:34]([Cl:35])=[CH:33][CH:32]=[CH:31][C:30]=4[Cl:36])[N:23]=[N:24][C:25]=3[CH:26]([CH3:28])[CH3:27])=[CH:17][CH:18]=2)[CH3:12])=[CH:6][CH:5]=1.[OH-].[Na+].O. (2) Given the product [NH2:1][C:2]1[N:7]=[CH:6][N:5]=[C:4]2[N:8]([CH:12]([C:14]3[CH:19]=[C:18]([Cl:20])[C:17]([C:21]#[N:22])=[C:16]([CH:23]4[CH2:24][NH:25][CH2:26]4)[C:15]=3[O:34][CH2:35][CH3:36])[CH3:13])[N:9]=[C:10]([CH3:11])[C:3]=12, predict the reactants needed to synthesize it. The reactants are: [NH2:1][C:2]1[N:7]=[CH:6][N:5]=[C:4]2[N:8]([CH:12]([C:14]3[C:15]([O:34][CH2:35][CH3:36])=[C:16]([CH:23]4[CH2:26][N:25](C(OC(C)(C)C)=O)[CH2:24]4)[C:17]([C:21]#[N:22])=[C:18]([Cl:20])[CH:19]=3)[CH3:13])[N:9]=[C:10]([CH3:11])[C:3]=12.FC(F)(F)C(O)=O.